This data is from PAMPA (Parallel Artificial Membrane Permeability Assay) permeability data from NCATS. The task is: Regression/Classification. Given a drug SMILES string, predict its absorption, distribution, metabolism, or excretion properties. Task type varies by dataset: regression for continuous measurements (e.g., permeability, clearance, half-life) or binary classification for categorical outcomes (e.g., BBB penetration, CYP inhibition). Dataset: pampa_ncats. (1) The result is 1 (high permeability). The compound is C1=CC=C(C=C1)N[S+](=O)(C2=CC=C(C=C2)NCC3=C(C(=CC=C3)C(F)(F)F)F)[O-]. (2) The compound is CCN1C=C(C(=N1)C)CNC(=O)C2=CC(=NC3=C2C=C(C=C3)Br)C4=CC=C(C=C4)C. The result is 0 (low-to-moderate permeability). (3) The drug is C1=CC(=CC(=C1)[N+](=O)[O-])CSC2=NC3=C(N2)C=C(C=N3)Br. The result is 1 (high permeability). (4) The compound is CC1=C(C(=NO1)C)C2=NC(=C3C=C(N(C3=C2)C)C4=CC=CC=C4)C5=CC(=CC=C5)NC(=O)C. The result is 1 (high permeability). (5) The drug is CNC1=NC(=C(O1)C2=CC=CC3=CC=CC=C32)C#N. The result is 1 (high permeability). (6) The molecule is COC1=CC=C(C=C1)NC2=NC=C(C3=CC=CC=C32)C(=O)NC4=CC(=CC=C4)Cl. The result is 1 (high permeability). (7) The molecule is C1CC1C(=O)NC2=CC=C(C=C2)C(=O)NC3=CC=CC=C3O. The result is 1 (high permeability).